This data is from Forward reaction prediction with 1.9M reactions from USPTO patents (1976-2016). The task is: Predict the product of the given reaction. (1) Given the reactants [O:1]=[C:2]1[CH2:7][CH2:6][CH2:5][CH:4]([C:8]([O:10][CH3:11])=[O:9])[CH2:3]1.C1(C)C=CC(S([O-])(=O)=O)=CC=1.[NH+]1C=CC=CC=1.[CH2:29](O)[CH2:30][OH:31].C(N(CC)CC)C, predict the reaction product. The product is: [O:31]1[C:2]2([CH2:7][CH2:6][CH2:5][CH:4]([C:8]([O:10][CH3:11])=[O:9])[CH2:3]2)[O:1][CH2:29][CH2:30]1. (2) Given the reactants [Cl:1][C:2]1[CH:10]=[CH:9][C:8]([O:11][C:12]2[CH:17]=[CH:16][C:15]([CH:18]([C:30]3[CH:35]=[CH:34][C:33]([Cl:36])=[CH:32][C:31]=3[CH3:37])[CH2:19][C:20]([C:22]3[CH:27]=[CH:26][C:25](=[O:28])[N:24]([CH3:29])[CH:23]=3)=O)=[CH:14][C:13]=2[F:38])=[CH:7][C:3]=1[C:4]([OH:6])=[O:5].Cl.[NH2:40][OH:41].C(=O)([O-])O.[Na+], predict the reaction product. The product is: [Cl:1][C:2]1[CH:10]=[CH:9][C:8]([O:11][C:12]2[CH:17]=[CH:16][C:15]([CH:18]([C:30]3[CH:35]=[CH:34][C:33]([Cl:36])=[CH:32][C:31]=3[CH3:37])[CH2:19]/[C:20](=[N:40]\[OH:41])/[C:22]3[CH:27]=[CH:26][C:25](=[O:28])[N:24]([CH3:29])[CH:23]=3)=[CH:14][C:13]=2[F:38])=[CH:7][C:3]=1[C:4]([OH:6])=[O:5]. (3) Given the reactants [H-].[Na+].[NH:3]1[CH:10]=[CH:9][C:7](=[O:8])[NH:6][C:4]1=[O:5].[CH2:11](Br)[CH:12]=[CH2:13], predict the reaction product. The product is: [CH2:13]([N:3]1[CH:10]=[CH:9][C:7](=[O:8])[NH:6][C:4]1=[O:5])[CH:12]=[CH2:11]. (4) Given the reactants [Cl:1][C:2]1[CH:7]=[CH:6][C:5]([NH:8][C:9](=[O:17])OC2C=CC=CC=2)=[CH:4][C:3]=1[C:18]1[CH:19]=[N:20][CH:21]=[CH:22][CH:23]=1.[CH3:24][O:25][C:26]1[CH:27]=[C:28]2[C:32](=[CH:33][C:34]=1[C:35]([F:38])([F:37])[F:36])[NH:31][CH2:30][CH2:29]2, predict the reaction product. The product is: [Cl:1][C:2]1[CH:7]=[CH:6][C:5]([NH:8][C:9]([N:31]2[C:32]3[C:28](=[CH:27][C:26]([O:25][CH3:24])=[C:34]([C:35]([F:37])([F:38])[F:36])[CH:33]=3)[CH2:29][CH2:30]2)=[O:17])=[CH:4][C:3]=1[C:18]1[CH:19]=[N:20][CH:21]=[CH:22][CH:23]=1. (5) Given the reactants C(NC(C)C)(C)C.[Li]CCCC.CCCCCC.[Cl:19][C:20]1[CH:25]=[C:24]([C:26]([F:29])([F:28])[F:27])[CH:23]=[C:22]([Cl:30])[N:21]=1.[CH3:31][Si:32](Cl)([CH3:34])[CH3:33], predict the reaction product. The product is: [Cl:19][C:20]1[C:25]([Si:32]([CH3:34])([CH3:33])[CH3:31])=[C:24]([C:26]([F:27])([F:28])[F:29])[CH:23]=[C:22]([Cl:30])[N:21]=1. (6) Given the reactants [CH:1]([O:14][C:15]([C:17]1([O:20]/[N:21]=[C:22](/[C:26]2[N:27]=[C:28]([NH:31][C:32]([O:34][C:35]([CH3:38])([CH3:37])[CH3:36])=[O:33])[S:29][CH:30]=2)\[C:23](O)=[O:24])[CH2:19][CH2:18]1)=[O:16])([C:8]1[CH:13]=[CH:12][CH:11]=[CH:10][CH:9]=1)[C:2]1[CH:7]=[CH:6][CH:5]=[CH:4][CH:3]=1.[NH2:39][C@@H:40]1[C:43](=[O:44])[NH:42][C@@H:41]1[CH2:45][N:46]1[N:50]=[C:49]2[CH2:51][N:52]([C:54]([O:56][C:57]([CH3:60])([CH3:59])[CH3:58])=[O:55])[CH2:53][C:48]2=[N:47]1.CN(C(ON1N=NC2C=CC=NC1=2)=[N+](C)C)C.F[P-](F)(F)(F)(F)F.CCN(C(C)C)C(C)C, predict the reaction product. The product is: [CH:1]([O:14][C:15]([C:17]1([O:20]/[N:21]=[C:22](/[C:26]2[N:27]=[C:28]([NH:31][C:32]([O:34][C:35]([CH3:38])([CH3:37])[CH3:36])=[O:33])[S:29][CH:30]=2)\[C:23]([NH:39][C@@H:40]2[C:43](=[O:44])[NH:42][C@@H:41]2[CH2:45][N:46]2[N:50]=[C:49]3[CH2:51][N:52]([C:54]([O:56][C:57]([CH3:60])([CH3:59])[CH3:58])=[O:55])[CH2:53][C:48]3=[N:47]2)=[O:24])[CH2:19][CH2:18]1)=[O:16])([C:2]1[CH:7]=[CH:6][CH:5]=[CH:4][CH:3]=1)[C:8]1[CH:9]=[CH:10][CH:11]=[CH:12][CH:13]=1. (7) Given the reactants [N:1]([CH2:4][CH2:5][O:6][CH2:7][CH2:8][O:9][CH2:10][CH2:11][N:12]1[C:16](=[O:17])/[C:15](=[CH:18]/[C:19]2[CH:37]=[CH:36][C:22]([O:23][C:24]3[CH:31]=[CH:30][C:27]([C:28]#[N:29])=[CH:26][C:25]=3[C:32]([F:35])([F:34])[F:33])=[C:21]([O:38][CH3:39])[CH:20]=2)/[S:14][C:13]1=[O:40])=[N+]=[N-].C1(P(C2C=CC=CC=2)C2C=CC=CC=2)C=CC=CC=1, predict the reaction product. The product is: [NH2:1][CH2:4][CH2:5][O:6][CH2:7][CH2:8][O:9][CH2:10][CH2:11][N:12]1[C:16](=[O:17])/[C:15](=[CH:18]/[C:19]2[CH:37]=[CH:36][C:22]([O:23][C:24]3[CH:31]=[CH:30][C:27]([C:28]#[N:29])=[CH:26][C:25]=3[C:32]([F:33])([F:35])[F:34])=[C:21]([O:38][CH3:39])[CH:20]=2)/[S:14][C:13]1=[O:40].